This data is from Full USPTO retrosynthesis dataset with 1.9M reactions from patents (1976-2016). The task is: Predict the reactants needed to synthesize the given product. (1) The reactants are: Cl[CH2:2][CH2:3][CH2:4][CH2:5][CH2:6][CH2:7][N:8]1[C:20]2[C:19]3[CH:18]=[CH:17][CH:16]=[CH:15][C:14]=3[N:13]=[C:12]([NH2:21])[C:11]=2[N:10]=[C:9]1[CH3:22].[CH3:23][S-:24].[Na+]. Given the product [CH3:22][C:9]1[N:8]([CH2:7][CH2:6][CH2:5][CH2:4][CH2:3][CH2:2][S:24][CH3:23])[C:20]2[C:19]3[CH:18]=[CH:17][CH:16]=[CH:15][C:14]=3[N:13]=[C:12]([NH2:21])[C:11]=2[N:10]=1, predict the reactants needed to synthesize it. (2) Given the product [F:27][C:24]1[CH:25]=[CH:26][C:20]([C:6]2[S:7][CH:8]=[CH:9][N:10]=2)=[C:21]([NH2:22])[CH:23]=1, predict the reactants needed to synthesize it. The reactants are: C([Sn](CCCC)(CCCC)[C:6]1[S:7][CH:8]=[CH:9][N:10]=1)CCC.Br[C:20]1[CH:26]=[CH:25][C:24]([F:27])=[CH:23][C:21]=1[NH2:22]. (3) Given the product [Cl:15][C:14]1[N:13]=[CH:12][N:11]=[C:10]2[NH:2][N:3]=[C:7]([CH:4]3[CH2:6][CH2:5]3)[C:9]=12, predict the reactants needed to synthesize it. The reactants are: O.[NH2:2][NH2:3].[CH:4]1([C:7]([C:9]2[C:10](Cl)=[N:11][CH:12]=[N:13][C:14]=2[Cl:15])=O)[CH2:6][CH2:5]1. (4) Given the product [CH:10]([NH:12][C:17]1[N:22]=[CH:21][C:20]([C:2]#[C:1][C:3]2[CH:8]=[CH:7][C:6]([CH2:9][CH:10]([NH:12][C:13](=[O:15])[CH3:14])[CH3:11])=[CH:5][CH:4]=2)=[CH:19][N:18]=1)([CH2:9][CH3:6])[CH3:11], predict the reactants needed to synthesize it. The reactants are: [C:1]([C:3]1[CH:8]=[CH:7][C:6]([CH2:9][CH:10]([NH:12][C:13](=[O:15])[CH3:14])[CH3:11])=[CH:5][CH:4]=1)#[CH:2].Cl[C:17]1[N:22]=[CH:21][C:20](I)=[CH:19][N:18]=1.